This data is from NCI-60 drug combinations with 297,098 pairs across 59 cell lines. The task is: Regression. Given two drug SMILES strings and cell line genomic features, predict the synergy score measuring deviation from expected non-interaction effect. (1) Drug 1: CC1=C2C(C(=O)C3(C(CC4C(C3C(C(C2(C)C)(CC1OC(=O)C(C(C5=CC=CC=C5)NC(=O)C6=CC=CC=C6)O)O)OC(=O)C7=CC=CC=C7)(CO4)OC(=O)C)O)C)OC(=O)C. Drug 2: C1CN1C2=NC(=NC(=N2)N3CC3)N4CC4. Cell line: SK-OV-3. Synergy scores: CSS=26.5, Synergy_ZIP=1.25, Synergy_Bliss=3.72, Synergy_Loewe=5.00, Synergy_HSA=5.59. (2) Drug 1: C1CCN(CC1)CCOC2=CC=C(C=C2)C(=O)C3=C(SC4=C3C=CC(=C4)O)C5=CC=C(C=C5)O. Drug 2: CC1CCC2CC(C(=CC=CC=CC(CC(C(=O)C(C(C(=CC(C(=O)CC(OC(=O)C3CCCCN3C(=O)C(=O)C1(O2)O)C(C)CC4CCC(C(C4)OC)OCCO)C)C)O)OC)C)C)C)OC. Cell line: SF-295. Synergy scores: CSS=43.5, Synergy_ZIP=5.89, Synergy_Bliss=7.58, Synergy_Loewe=-7.87, Synergy_HSA=7.10. (3) Drug 1: CC1=CC2C(CCC3(C2CCC3(C(=O)C)OC(=O)C)C)C4(C1=CC(=O)CC4)C. Drug 2: C1=CC=C(C(=C1)C(C2=CC=C(C=C2)Cl)C(Cl)Cl)Cl. Cell line: DU-145. Synergy scores: CSS=-5.99, Synergy_ZIP=3.23, Synergy_Bliss=0.856, Synergy_Loewe=-3.60, Synergy_HSA=-4.03. (4) Synergy scores: CSS=16.4, Synergy_ZIP=-1.23, Synergy_Bliss=-2.27, Synergy_Loewe=-4.85, Synergy_HSA=-2.61. Cell line: A549. Drug 1: CC12CCC3C(C1CCC2=O)CC(=C)C4=CC(=O)C=CC34C. Drug 2: C1=NC2=C(N=C(N=C2N1C3C(C(C(O3)CO)O)O)F)N.